Dataset: Full USPTO retrosynthesis dataset with 1.9M reactions from patents (1976-2016). Task: Predict the reactants needed to synthesize the given product. (1) Given the product [Cl:19][C:14]1[CH:15]=[CH:16][CH:17]=[CH:18][C:13]=1[N:12]1[C:8]([CH2:7][NH:6][C:5]2[CH:24]=[CH:25][C:2]([C:34]3[CH:33]=[CH:32][CH:31]=[C:30]([S:27]([CH3:26])(=[O:29])=[O:28])[CH:35]=3)=[CH:3][CH:4]=2)=[CH:9][C:10]([C:20]([F:23])([F:22])[F:21])=[N:11]1, predict the reactants needed to synthesize it. The reactants are: Br[C:2]1[CH:25]=[CH:24][C:5]([NH:6][CH2:7][C:8]2[N:12]([C:13]3[CH:18]=[CH:17][CH:16]=[CH:15][C:14]=3[Cl:19])[N:11]=[C:10]([C:20]([F:23])([F:22])[F:21])[CH:9]=2)=[CH:4][CH:3]=1.[CH3:26][S:27]([C:30]1[CH:31]=[C:32](B(O)O)[CH:33]=[CH:34][CH:35]=1)(=[O:29])=[O:28].C(Cl)Cl.C([O-])([O-])=O.[K+].[K+]. (2) Given the product [CH3:1][C:2]1[C:11]2[C:6](=[CH:7][CH:8]=[CH:9][CH:10]=2)[N:5]=[C:4]([CH2:12][N:13]2[C:22](=[O:23])[C:21]3[N:20]([CH2:24][C:25]#[C:26][CH3:27])[C:19]([N:28]4[CH2:33][CH2:32][CH2:31][C@@H:30]([NH2:34])[CH2:29]4)=[N:18][C:17]=3[N:16]([CH3:45])[C:14]2=[O:15])[N:3]=1, predict the reactants needed to synthesize it. The reactants are: [CH3:1][C:2]1[C:11]2[C:6](=[CH:7][CH:8]=[CH:9][CH:10]=2)[N:5]=[C:4]([CH2:12][N:13]2[C:22](=[O:23])[C:21]3[N:20]([CH2:24][C:25]#[C:26][CH3:27])[C:19]([N:28]4[CH2:33][CH2:32][CH2:31][C@@H:30]([N:34]5C(=O)C6=CC=CC=C6C5=O)[CH2:29]4)=[N:18][C:17]=3[N:16]([CH3:45])[C:14]2=[O:15])[N:3]=1.C(CN)O.C(Cl)Cl.C(OC)(C)(C)C. (3) Given the product [CH3:13][N:10]1[C:11]([CH3:12])=[C:7]([CH2:6][CH2:5][CH:4]=[O:3])[C:8]([CH3:14])=[N:9]1, predict the reactants needed to synthesize it. The reactants are: C([O:3][C:4](=O)[CH2:5][CH2:6][C:7]1[C:8]([CH3:14])=[N:9][N:10]([CH3:13])[C:11]=1[CH3:12])C.[H-].C([Al+]CC(C)C)C(C)C.